From a dataset of Reaction yield outcomes from USPTO patents with 853,638 reactions. Predict the reaction yield, written as a fraction of the theoretical maximum amount of product (1.0 means a 100% yield; for example, 0.34 means a 34% yield). (1) The reactants are [C:1]([C:3]1[C:7]([CH3:8])=[C:6]([CH3:9])[S:5][C:4]=1[NH:10][C:11]([NH:13]C(=O)C1C=CC=CC=1)=[O:12])#[N:2].[CH3:22]I. No catalyst specified. The product is [CH3:22][O:12][C:11]1[N:13]=[C:1]([NH2:2])[C:3]2[C:7]([CH3:8])=[C:6]([CH3:9])[S:5][C:4]=2[N:10]=1. The yield is 0.860. (2) The reactants are [CH2:1]([O:21][CH:22]([CH2:30][CH3:31])[C:23]([O:25]C(C)(C)C)=[O:24])[CH2:2][CH2:3][CH2:4]/[CH:5]=[CH:6]\[CH2:7]/[CH:8]=[CH:9]\[CH2:10]/[CH:11]=[CH:12]\[CH2:13]/[CH:14]=[CH:15]\[CH2:16]/[CH:17]=[CH:18]\[CH2:19][CH3:20].FC(F)(F)C(O)=O.O. The catalyst is ClCCl. The product is [CH2:1]([O:21][CH:22]([CH2:30][CH3:31])[C:23]([OH:25])=[O:24])[CH2:2][CH2:3][CH2:4]/[CH:5]=[CH:6]\[CH2:7]/[CH:8]=[CH:9]\[CH2:10]/[CH:11]=[CH:12]\[CH2:13]/[CH:14]=[CH:15]\[CH2:16]/[CH:17]=[CH:18]\[CH2:19][CH3:20]. The yield is 0.710.